From a dataset of Reaction yield outcomes from USPTO patents with 853,638 reactions. Predict the reaction yield, written as a fraction of the theoretical maximum amount of product (1.0 means a 100% yield; for example, 0.34 means a 34% yield). (1) The catalyst is C1COCC1. The product is [OH:26][CH:25]([CH:23]=[CH2:24])[CH2:27][CH2:12][C:7]1[C:4]([C:5]#[N:6])=[C:3]([O:2][CH3:1])[N:10]=[C:9]([CH3:11])[CH:8]=1. The yield is 0.128. The reactants are [CH3:1][O:2][C:3]1[N:10]=[C:9]([CH3:11])[CH:8]=[C:7]([CH3:12])[C:4]=1[C:5]#[N:6].[Li+].C[Si]([N-][Si](C)(C)C)(C)C.[CH:23]([CH:25]1[CH2:27][O:26]1)=[CH2:24]. (2) The reactants are Br[CH2:2][CH2:3][CH2:4][N:5]1[C:9](=[O:10])[C:8]2=[CH:11][CH:12]=[CH:13][CH:14]=[C:7]2[C:6]1=[O:15].[I-:16].[K+]. The catalyst is CC(C)=O. The product is [I:16][CH2:2][CH2:3][CH2:4][N:5]1[C:9](=[O:10])[C:8]2=[CH:11][CH:12]=[CH:13][CH:14]=[C:7]2[C:6]1=[O:15]. The yield is 0.790. (3) The reactants are I[C:2]1[CH:3]=[CH:4][CH:5]=[C:6]2[C:10]=1[NH:9][C:8](=[O:11])[C:7]2=[O:12].[S:13]1[CH:17]=[CH:16][C:15](B(O)O)=[CH:14]1. No catalyst specified. The product is [S:13]1[CH:17]=[CH:16][C:15]([C:2]2[CH:3]=[CH:4][CH:5]=[C:6]3[C:10]=2[NH:9][C:8](=[O:11])[C:7]3=[O:12])=[CH:14]1. The yield is 0.540. (4) The reactants are Br[C:2]1[CH:3]=[CH:4][N:5]=[C:6]2[C:11]=1[N:10]=[C:9]([O:12][CH3:13])[CH:8]=[CH:7]2.[C:14]([O:18][C:19]([NH:21][C@H:22]1[CH2:26][CH2:25][NH:24][CH2:23]1)=[O:20])([CH3:17])([CH3:16])[CH3:15].CCN(C(C)C)C(C)C. The catalyst is C(O)CCCC. The product is [C:14]([O:18][C:19](=[O:20])[NH:21][C@H:22]1[CH2:26][CH2:25][N:24]([C:2]2[C:11]3[C:6](=[CH:7][CH:8]=[C:9]([O:12][CH3:13])[N:10]=3)[N:5]=[CH:4][CH:3]=2)[CH2:23]1)([CH3:17])([CH3:15])[CH3:16]. The yield is 0.860. (5) The reactants are ClC(Cl)(Cl)C(=N)O[C@H:5]1[O:22][C@H:21]([CH2:23][O:24][C:25](=[O:27])[CH3:26])[C@@H:16]([O:17][C:18](=[O:20])[CH3:19])[C@H:11]([O:12][C:13](=[O:15])[CH3:14])[C@@H:6]1[O:7][C:8](=[O:10])[CH3:9].[Br:31][C:32]1[CH:37]=[CH:36][C:35]([OH:38])=[CH:34][C:33]=1[Cl:39].[Si](OS(C(F)(F)F)(=O)=O)(C)(C)C.C(O[C@H]1[C@@H](OC(=O)C)[C@H](OC(=O)C)[C@@H](COC(=O)C)O[C@@H]1OC1C=CC(Br)=CC=1Cl)(=O)C. The catalyst is C1(C)C=CC=CC=1. The product is [C:8]([O:7][C@H:6]1[C@@H:11]([O:12][C:13](=[O:15])[CH3:14])[C@H:16]([O:17][C:18](=[O:20])[CH3:19])[C@@H:21]([CH2:23][O:24][C:25](=[O:27])[CH3:26])[O:22][C@@H:5]1[O:38][C:35]1[CH:36]=[CH:37][C:32]([Br:31])=[C:33]([Cl:39])[CH:34]=1)(=[O:10])[CH3:9]. The yield is 0.590. (6) The reactants are [F:1][C:2]1[CH:7]=[C:6]([F:8])[CH:5]=[CH:4][C:3]=1[Mg]Br.[Cl:11][CH2:12][C:13](=[O:23])[C@H:14]([O:16][C:17](=[O:22])[C:18]([CH3:21])([CH3:20])[CH3:19])[CH3:15].[Cl-].[NH4+].O. The catalyst is C1(C)C=CC=CC=1. The product is [Cl:11][CH2:12][C:13]([C:3]1[CH:4]=[CH:5][C:6]([F:8])=[CH:7][C:2]=1[F:1])([OH:23])[CH:14]([O:16][C:17](=[O:22])[C:18]([CH3:20])([CH3:19])[CH3:21])[CH3:15]. The yield is 0.940. (7) The reactants are Cl[C:2]1[C:11]2[N:12]=[CH:13][S:14][C:10]=2[C:9]2[CH:8]=[CH:7][C:6]([C:15]([O:17]C)=[O:16])=[CH:5][C:4]=2[N:3]=1.[NH2:19][C:20]1[CH:25]=[CH:24][CH:23]=[CH:22][CH:21]=1. The catalyst is CN1C(=O)CCC1. The product is [C:20]1([NH:19][C:2]2[C:11]3[N:12]=[CH:13][S:14][C:10]=3[C:9]3[CH:8]=[CH:7][C:6]([C:15]([OH:17])=[O:16])=[CH:5][C:4]=3[N:3]=2)[CH:25]=[CH:24][CH:23]=[CH:22][CH:21]=1. The yield is 0.0800. (8) The reactants are [H-].[Na+].[CH:3]([C:6]1[N:10]=[C:9]([N:11]2[CH2:16][CH2:15][CH:14]([C@H:17]3[CH2:19][C@H:18]3[CH2:20][OH:21])[CH2:13][CH2:12]2)[O:8][N:7]=1)([CH3:5])[CH3:4].[Br:22][C:23]1[CH:28]=[CH:27][C:26]([CH2:29]Br)=[C:25]([F:31])[CH:24]=1. The catalyst is CN(C=O)C. The product is [Br:22][C:23]1[CH:28]=[CH:27][C:26]([CH2:29][O:21][CH2:20][C@@H:18]2[CH2:19][C@@H:17]2[CH:14]2[CH2:15][CH2:16][N:11]([C:9]3[O:8][N:7]=[C:6]([CH:3]([CH3:5])[CH3:4])[N:10]=3)[CH2:12][CH2:13]2)=[C:25]([F:31])[CH:24]=1. The yield is 0.890. (9) The reactants are C([O:3][C:4](=O)[C@@H:5]([N:7]([CH:21]([CH3:23])[CH3:22])[C:8]1[C:17]([N+:18]([O-])=O)=[CH:16][C:11]([C:12]([O:14][CH3:15])=[O:13])=[CH:10][N:9]=1)[CH3:6])C.P(OC1C=CC=CC=1)(OC1C=CC=CC=1)OC1C=CC=CC=1. The catalyst is ClCCl.[NH4+].[O-][V](=O)=O.[Pt]. The product is [CH:21]([N:7]1[C@@H:5]([CH3:6])[C:4](=[O:3])[NH:18][C:17]2[CH:16]=[C:11]([C:12]([O:14][CH3:15])=[O:13])[CH:10]=[N:9][C:8]1=2)([CH3:23])[CH3:22]. The yield is 0.940.